From a dataset of Reaction yield outcomes from USPTO patents with 853,638 reactions. Predict the reaction yield, written as a fraction of the theoretical maximum amount of product (1.0 means a 100% yield; for example, 0.34 means a 34% yield). (1) The product is [CH:4]1[C:5]2[NH:6][C:7]3[C:12](=[CH:11][CH:10]=[CH:9][CH:8]=3)[C:13]=2[CH:14]=[C:2]([C:15]#[N:16])[CH:3]=1. The catalyst is CN1CCCC1=O. The reactants are Br[C:2]1[CH:3]=[CH:4][C:5]2[NH:6][C:7]3[C:12]([C:13]=2[CH:14]=1)=[CH:11][CH:10]=[CH:9][CH:8]=3.[C:15]([Cu])#[N:16].O. The yield is 0.880. (2) The reactants are [Cl:1][C:2]1[CH:7]=[CH:6][C:5](B(O)O)=[C:4]([F:11])[CH:3]=1.Cl[C:13]1[N:18]=[N:17][C:16]([N:19]([CH3:30])[CH:20]2[CH2:25][C:24]([CH3:27])([CH3:26])[NH:23][C:22]([CH3:29])([CH3:28])[CH2:21]2)=[CH:15][CH:14]=1.C([O-])([O-])=O.[Na+].[Na+].N#N. No catalyst specified. The product is [Cl:1][C:2]1[CH:7]=[CH:6][C:5]([C:13]2[N:18]=[N:17][C:16]([N:19]([CH3:30])[CH:20]3[CH2:25][C:24]([CH3:26])([CH3:27])[NH:23][C:22]([CH3:29])([CH3:28])[CH2:21]3)=[CH:15][CH:14]=2)=[C:4]([F:11])[CH:3]=1. The yield is 0.950.